Dataset: Peptide-MHC class I binding affinity with 185,985 pairs from IEDB/IMGT. Task: Regression. Given a peptide amino acid sequence and an MHC pseudo amino acid sequence, predict their binding affinity value. This is MHC class I binding data. (1) The binding affinity (normalized) is 0.0847. The peptide sequence is VVDALRNIY. The MHC is HLA-B46:01 with pseudo-sequence HLA-B46:01. (2) The peptide sequence is ADLVCEQGNNT. The MHC is Mamu-A11 with pseudo-sequence Mamu-A11. The binding affinity (normalized) is 0.141. (3) The peptide sequence is CRAPRKKGC. The MHC is HLA-B57:01 with pseudo-sequence HLA-B57:01. The binding affinity (normalized) is 0. (4) The peptide sequence is ERPIFPHPSKPTFLP. The MHC is HLA-B45:01 with pseudo-sequence HLA-B45:01. The binding affinity (normalized) is 0.00638. (5) The peptide sequence is SSRLKRLPPE. The MHC is HLA-B51:01 with pseudo-sequence HLA-B51:01. The binding affinity (normalized) is 0. (6) The peptide sequence is RDYRTISPR. The MHC is HLA-A02:01 with pseudo-sequence HLA-A02:01. The binding affinity (normalized) is 0.0847. (7) The peptide sequence is FLKKLHEEEI. The MHC is HLA-A02:03 with pseudo-sequence HLA-A02:03. The binding affinity (normalized) is 0.633. (8) The peptide sequence is KMSEYKGPV. The MHC is HLA-A02:01 with pseudo-sequence HLA-A02:01. The binding affinity (normalized) is 0.323.